This data is from Forward reaction prediction with 1.9M reactions from USPTO patents (1976-2016). The task is: Predict the product of the given reaction. (1) Given the reactants [CH3:1][O:2][C:3]1[N:11]=[CH:10][CH:9]=[CH:8][C:4]=1[C:5]([OH:7])=O.Cl.[CH3:13][O:14][NH:15][CH3:16].CCN(C(C)C)C(C)C.CCN=C=NCCCN(C)C, predict the reaction product. The product is: [CH3:1][O:2][C:3]1[N:11]=[CH:10][CH:9]=[CH:8][C:4]=1[C:5]([N:15]([O:14][CH3:13])[CH3:16])=[O:7]. (2) Given the reactants [CH2:1]([NH:4][C:5]1[C:10]([C:11]([OH:13])=O)=[CH:9][N:8]=[C:7]([NH:14][CH2:15][CH2:16][C:17]2[CH:22]=[CH:21][N:20]=[CH:19][CH:18]=2)[N:6]=1)[CH2:2][CH3:3].Cl.C(N=C=NCCCN(C)C)C.O.ON1C2C=CC=CC=2N=N1.C(N(CC)C(C)C)(C)C.[NH2:55][C:56]1[CH:57]=[C:58]([NH:62][C:63](=[O:73])[CH2:64][NH:65][C:66](=[O:72])[O:67][C:68]([CH3:71])([CH3:70])[CH3:69])[CH:59]=[CH:60][CH:61]=1.[Cl-].[Na+], predict the reaction product. The product is: [O:73]=[C:63]([NH:62][C:58]1[CH:59]=[CH:60][CH:61]=[C:56]([NH:55][C:11]([C:10]2[C:5]([NH:4][CH2:1][CH2:2][CH3:3])=[N:6][C:7]([NH:14][CH2:15][CH2:16][C:17]3[CH:22]=[CH:21][N:20]=[CH:19][CH:18]=3)=[N:8][CH:9]=2)=[O:13])[CH:57]=1)[CH2:64][NH:65][C:66](=[O:72])[O:67][C:68]([CH3:71])([CH3:70])[CH3:69]. (3) Given the reactants [F:1][C:2]([F:14])([F:13])[C:3]1[CH:4]=[C:5]([CH2:9][CH2:10][CH2:11][OH:12])[CH:6]=[CH:7][CH:8]=1.CS(C)=O.O=P12OP3(OP(OP(O3)(O1)=O)(=O)O2)=O.C(N(CC)CC)C.Cl, predict the reaction product. The product is: [F:1][C:2]([F:13])([F:14])[C:3]1[CH:4]=[C:5]([CH2:9][CH2:10][CH:11]=[O:12])[CH:6]=[CH:7][CH:8]=1.